Dataset: CYP2D6 inhibition data for predicting drug metabolism from PubChem BioAssay. Task: Regression/Classification. Given a drug SMILES string, predict its absorption, distribution, metabolism, or excretion properties. Task type varies by dataset: regression for continuous measurements (e.g., permeability, clearance, half-life) or binary classification for categorical outcomes (e.g., BBB penetration, CYP inhibition). Dataset: cyp2d6_veith. (1) The molecule is CCn1c(N2CCN(C(=O)Nc3ccc(F)cc3)CC2)nc2ccccc21. The result is 0 (non-inhibitor). (2) The molecule is CCOc1ccc(-n2c(SCC(=O)Nc3ccccc3C)n[nH]c2=O)cc1. The result is 0 (non-inhibitor). (3) The drug is CC(=O)NCCNc1ncnc2ccc(-c3ccccc3C#N)cc12. The result is 0 (non-inhibitor). (4) The molecule is O=S(=O)(c1ccccc1)N1CCC2(CC1)CN(C(c1ccccc1)c1ccccc1)C2. The result is 1 (inhibitor). (5) The compound is CC(=O)Nc1cccc(N2C(=O)CCC2=O)c1. The result is 0 (non-inhibitor). (6) The molecule is Fc1cccc(CSc2ncnc3c2ncn3[C@H]2CCCS2)c1. The result is 0 (non-inhibitor). (7) The molecule is CCCN1C(=O)/C(=C/c2ccc(C)s2)SC1=Nc1ccc(OC)cc1. The result is 0 (non-inhibitor).